This data is from Full USPTO retrosynthesis dataset with 1.9M reactions from patents (1976-2016). The task is: Predict the reactants needed to synthesize the given product. (1) Given the product [Br:1][C:2]1[N:7]=[CH:6][C:5]([CH2:8][CH2:9][N:13]([CH3:14])[CH3:11])=[CH:4][CH:3]=1, predict the reactants needed to synthesize it. The reactants are: [Br:1][C:2]1[N:7]=[CH:6][C:5]([CH2:8][CH2:9]O)=[CH:4][CH:3]=1.[CH2:11]([N:13](CC)[CH2:14]C)C.S(Cl)(C)(=O)=O.CNC. (2) The reactants are: [CH3:1][O:2][C:3]1[CH:4]=[C:5]2[C:10](=[CH:11][C:12]=1[O:13][CH3:14])[N:9]=[CH:8][N:7]=[C:6]2[O:15][C:16]1[CH:22]=[CH:21][C:19]([NH2:20])=[CH:18][CH:17]=1.ClC(Cl)(O[C:27](=[O:33])OC(Cl)(Cl)Cl)Cl.[NH2:35][N:36]1[CH2:41][CH2:40][CH2:39][CH2:38][CH2:37]1.C(=O)(O)[O-].[Na+]. Given the product [CH3:1][O:2][C:3]1[CH:4]=[C:5]2[C:10](=[CH:11][C:12]=1[O:13][CH3:14])[N:9]=[CH:8][N:7]=[C:6]2[O:15][C:16]1[CH:22]=[CH:21][C:19]([NH:20][C:27]([NH:35][N:36]2[CH2:41][CH2:40][CH2:39][CH2:38][CH2:37]2)=[O:33])=[CH:18][CH:17]=1, predict the reactants needed to synthesize it. (3) Given the product [CH2:42]([O:49][C:50]([NH:52][C@H:53]1[CH2:59][CH2:58][C@@H:57]([NH:56][C:61]([O:63][C:64]([CH3:67])([CH3:66])[CH3:65])=[O:62])[CH2:60][C@H:54]1/[CH:55]=[CH:9]/[C:8]1[CH:7]=[C:6]([CH:31]=[CH:30][CH:29]=1)[C:4]([O:3][CH3:2])=[O:5])=[O:51])[C:43]1[CH:44]=[CH:45][CH:46]=[CH:47][CH:48]=1, predict the reactants needed to synthesize it. The reactants are: [Br-].[CH3:2][O:3][C:4]([C:6]1[CH:7]=[C:8]([CH:29]=[CH:30][CH:31]=1)[CH2:9][P+](C1C=CC=CC=1)(C1C=CC=CC=1)C1C=CC=CC=1)=[O:5].C[Si]([N-][Si](C)(C)C)(C)C.[K+].[CH2:42]([O:49][C:50]([NH:52][C@H:53]1[CH2:59][CH2:58][C@@H:57]2[CH2:60][C@H:54]1[CH:55](O)[N:56]2[C:61]([O:63][C:64]([CH3:67])([CH3:66])[CH3:65])=[O:62])=[O:51])[C:43]1[CH:48]=[CH:47][CH:46]=[CH:45][CH:44]=1.[NH4+].[Cl-].